Predict the product of the given reaction. From a dataset of Forward reaction prediction with 1.9M reactions from USPTO patents (1976-2016). (1) Given the reactants [F:1][C:2]1[CH:7]=[CH:6][C:5]([CH:8]([N:34]2[CH2:39][CH2:38][N:37]([CH:40]([CH3:42])[CH3:41])[CH2:36][CH2:35]2)[CH2:9][N:10]2[CH2:15][CH2:14][N:13]([CH2:16][CH2:17][CH2:18][CH2:19][C:20]3[C:29]4[C:24](=[CH:25][CH:26]=[CH:27][CH:28]=4)[CH:23]=[CH:22][C:21]=3[O:30][CH:31]([CH3:33])[CH3:32])[CH2:12][CH2:11]2)=[CH:4][CH:3]=1.[C:43]([OH:50])(=[O:49])/[CH:44]=[CH:45]\[C:46]([OH:48])=[O:47], predict the reaction product. The product is: [C:43]([OH:50])(=[O:49])/[CH:44]=[CH:45]\[C:46]([OH:48])=[O:47].[C:43]([OH:50])(=[O:49])/[CH:44]=[CH:45]\[C:46]([OH:48])=[O:47].[C:43]([OH:50])(=[O:49])/[CH:44]=[CH:45]\[C:46]([OH:48])=[O:47].[F:1][C:2]1[CH:3]=[CH:4][C:5]([CH:8]([N:34]2[CH2:39][CH2:38][N:37]([CH:40]([CH3:42])[CH3:41])[CH2:36][CH2:35]2)[CH2:9][N:10]2[CH2:15][CH2:14][N:13]([CH2:16][CH2:17][CH2:18][CH2:19][C:20]3[C:29]4[C:24](=[CH:25][CH:26]=[CH:27][CH:28]=4)[CH:23]=[CH:22][C:21]=3[O:30][CH:31]([CH3:33])[CH3:32])[CH2:12][CH2:11]2)=[CH:6][CH:7]=1. (2) Given the reactants [CH3:1][O:2][C:3](=[O:45])[NH:4][C@@H:5]1[CH2:10][CH2:9][N:8]([C:11]2[CH:16]=[C:15]([C:17]#[N:18])[CH:14]=[C:13]([NH:19][C:20]3[N:25]=[C:24]([N:26]([CH2:36][CH3:37])[CH2:27][C:28]4[CH:33]=[CH:32][C:31]([O:34][CH3:35])=[CH:30][CH:29]=4)[C:23]4=[N:38][CH:39]=[C:40]([C:41]#[N:42])[N:22]4[N:21]=3)[C:12]=2[Cl:43])[CH2:7][C@H:6]1[OH:44].[C:46]([O:50][P:51]([O:58][CH2:59][CH2:60][CH2:61][C:62](O)=[O:63])([O:53][C:54]([CH3:57])([CH3:56])[CH3:55])=[O:52])([CH3:49])([CH3:48])[CH3:47].C1CCC(N=C=NC2CCCCC2)CC1, predict the reaction product. The product is: [C:46]([O:50][P:51]([O:58][CH2:59][CH2:60][CH2:61][C:62]([O:44][C@H:6]1[C@H:5]([NH:4][C:3]([O:2][CH3:1])=[O:45])[CH2:10][CH2:9][N:8]([C:11]2[CH:16]=[C:15]([C:17]#[N:18])[CH:14]=[C:13]([NH:19][C:20]3[N:25]=[C:24]([N:26]([CH2:36][CH3:37])[CH2:27][C:28]4[CH:29]=[CH:30][C:31]([O:34][CH3:35])=[CH:32][CH:33]=4)[C:23]4=[N:38][CH:39]=[C:40]([C:41]#[N:42])[N:22]4[N:21]=3)[C:12]=2[Cl:43])[CH2:7]1)=[O:63])([O:53][C:54]([CH3:55])([CH3:56])[CH3:57])=[O:52])([CH3:49])([CH3:48])[CH3:47].